From a dataset of Reaction yield outcomes from USPTO patents with 853,638 reactions. Predict the reaction yield, written as a fraction of the theoretical maximum amount of product (1.0 means a 100% yield; for example, 0.34 means a 34% yield). (1) The reactants are [Br:1][C:2]1[CH:6]=[N:5][N:4]([CH:7]([CH3:9])[CH3:8])[C:3]=1[C:10]1[CH:11]=[C:12]([NH2:18])[CH:13]=[CH:14][C:15]=1[O:16][CH3:17].[F:19][C:20]1[CH:25]=[CH:24][C:23]([N:26]=[C:27]=[O:28])=[CH:22][CH:21]=1. The catalyst is C(Cl)Cl. The product is [Br:1][C:2]1[CH:6]=[N:5][N:4]([CH:7]([CH3:9])[CH3:8])[C:3]=1[C:10]1[CH:11]=[C:12]([NH:18][C:27]([NH:26][C:23]2[CH:24]=[CH:25][C:20]([F:19])=[CH:21][CH:22]=2)=[O:28])[CH:13]=[CH:14][C:15]=1[O:16][CH3:17]. The yield is 0.320. (2) The product is [Cl:13][C:10]1[CH:9]=[CH:8][C:7]([CH:5]2[C:4](=[O:14])[C:3]([O:15][S:28]([C:22]3[CH:27]=[CH:26][CH:25]=[CH:24][CH:23]=3)(=[O:30])=[O:29])=[C:2]([NH2:1])[O:6]2)=[CH:12][CH:11]=1. The catalyst is C1COCC1. The yield is 0.170. The reactants are [NH2:1][C:2]1[O:6][CH:5]([C:7]2[CH:12]=[CH:11][C:10]([Cl:13])=[CH:9][CH:8]=2)[C:4](=[O:14])[C:3]=1[OH:15].C([O-])([O-])=O.[K+].[K+].[C:22]1([S:28](Cl)(=[O:30])=[O:29])[CH:27]=[CH:26][CH:25]=[CH:24][CH:23]=1.